Task: Predict the reaction yield, written as a fraction of the theoretical maximum amount of product (1.0 means a 100% yield; for example, 0.34 means a 34% yield).. Dataset: Reaction yield outcomes from USPTO patents with 853,638 reactions (1) The reactants are [F:1][C:2]1[CH:7]=[CH:6][C:5]([CH2:8]C(Cl)=O)=[CH:4][CH:3]=1.[CH3:12][C:13]1[O:17][C:16]([CH2:18][CH2:19][NH2:20])=[CH:15][CH:14]=1.CCN(CC)CC.C1C[O:31]CC1. No catalyst specified. The product is [F:1][C:2]1[CH:3]=[CH:4][C:5]([C:8]([NH:20][CH2:19][CH2:18][C:16]2[O:17][C:13]([CH3:12])=[CH:14][CH:15]=2)=[O:31])=[CH:6][CH:7]=1. The yield is 0.950. (2) The reactants are [F:1][C:2]1[CH:3]=[C:4]([NH:21][C:22]([C:24]2[C:25](=[O:40])[N:26]([C:34]3[CH:39]=[CH:38][CH:37]=[CH:36][CH:35]=3)[N:27]([CH2:30][C@@H:31]([OH:33])[CH3:32])[C:28]=2[CH3:29])=[O:23])[CH:5]=[CH:6][C:7]=1[O:8][C:9]1[C:18]2[C:13](=[CH:14][C:15]([O:19][CH3:20])=[CH:16][CH:17]=2)[N:12]=[CH:11][CH:10]=1.[C:41]([NH:48][CH2:49][C:50](O)=[O:51])([O:43][C:44]([CH3:47])([CH3:46])[CH3:45])=[O:42].C(Cl)CCl. The catalyst is CN(C1C=CN=CC=1)C.C(Cl)Cl. The product is [C:44]([O:43][C:41]([NH:48][CH2:49][C:50]([O:33][C@@H:31]([CH3:32])[CH2:30][N:27]1[C:28]([CH3:29])=[C:24]([C:22](=[O:23])[NH:21][C:4]2[CH:5]=[CH:6][C:7]([O:8][C:9]3[C:18]4[C:13](=[CH:14][C:15]([O:19][CH3:20])=[CH:16][CH:17]=4)[N:12]=[CH:11][CH:10]=3)=[C:2]([F:1])[CH:3]=2)[C:25](=[O:40])[N:26]1[C:34]1[CH:35]=[CH:36][CH:37]=[CH:38][CH:39]=1)=[O:51])=[O:42])([CH3:47])([CH3:46])[CH3:45]. The yield is 0.701. (3) The reactants are [OH-].[Na+].[CH3:3][O:4][C:5]1[CH:21]=[CH:20][C:8]([CH2:9][N:10]2[CH:14]=[C:13]([C:15]([O:17]CC)=[O:16])[CH:12]=[N:11]2)=[CH:7][CH:6]=1. The catalyst is O.C1COCC1.CCO.O. The product is [CH3:3][O:4][C:5]1[CH:6]=[CH:7][C:8]([CH2:9][N:10]2[CH:14]=[C:13]([C:15]([OH:17])=[O:16])[CH:12]=[N:11]2)=[CH:20][CH:21]=1. The yield is 0.500.